This data is from TCR-epitope binding with 47,182 pairs between 192 epitopes and 23,139 TCRs. The task is: Binary Classification. Given a T-cell receptor sequence (or CDR3 region) and an epitope sequence, predict whether binding occurs between them. The epitope is IVDTVSALV. The TCR CDR3 sequence is CASSPWVSGDTQYF. Result: 0 (the TCR does not bind to the epitope).